Dataset: Forward reaction prediction with 1.9M reactions from USPTO patents (1976-2016). Task: Predict the product of the given reaction. (1) Given the reactants [CH3:1][C:2]([CH:17]1[CH2:22][CH2:21][NH:20][CH2:19][CH2:18]1)([S:4]([C:7]1[CH:12]=[CH:11][CH:10]=[C:9]([C:13]([F:16])([F:15])[F:14])[CH:8]=1)(=[O:6])=[O:5])[CH3:3].[Br:23][C:24]1[CH:29]=[C:28]([C:30]([F:33])([F:32])[F:31])[CH:27]=[CH:26][C:25]=1[S:34](Cl)(=[O:36])=[O:35].C(Cl)Cl, predict the reaction product. The product is: [Br:23][C:24]1[CH:29]=[C:28]([C:30]([F:32])([F:31])[F:33])[CH:27]=[CH:26][C:25]=1[S:34]([N:20]1[CH2:21][CH2:22][CH:17]([C:2]([CH3:1])([S:4]([C:7]2[CH:12]=[CH:11][CH:10]=[C:9]([C:13]([F:14])([F:16])[F:15])[CH:8]=2)(=[O:5])=[O:6])[CH3:3])[CH2:18][CH2:19]1)(=[O:36])=[O:35]. (2) Given the reactants [CH3:13][C:12]([O:11][C:9](O[C:9]([O:11][C:12]([CH3:15])([CH3:14])[CH3:13])=[O:10])=[O:10])([CH3:15])[CH3:14].[Cl:16][C:17]1[CH:18]=[C:19]([C@@H:24]2[CH2:28][NH:27][CH2:26][C@H:25]2[C:29]([O:31][CH3:32])=[O:30])[CH:20]=[CH:21][C:22]=1[Cl:23], predict the reaction product. The product is: [Cl:16][C:17]1[CH:18]=[C:19]([C@@H:24]2[CH2:28][N:27]([C:9]([O:11][C:12]([CH3:13])([CH3:14])[CH3:15])=[O:10])[CH2:26][C@H:25]2[C:29]([O:31][CH3:32])=[O:30])[CH:20]=[CH:21][C:22]=1[Cl:23]. (3) The product is: [CH3:40][O:39][CH2:38][CH2:37][O:36][CH2:35][CH2:34][O:33][CH2:32][CH2:31][O:30][CH2:29][CH2:28][O:27][CH2:26][CH2:25][O:24][CH2:23][CH2:22][O:21][CH2:20][CH2:19][N:18]([CH3:17])[C:11]([C@H:10]1[CH2:14][CH2:15][CH2:16][N:8]([C:1]([O:3][C:4]([CH3:5])([CH3:6])[CH3:7])=[O:2])[CH2:9]1)=[O:13]. Given the reactants [C:1]([N:8]1[CH2:16][CH2:15][CH2:14][C@H:10]([C:11]([OH:13])=O)[CH2:9]1)([O:3][C:4]([CH3:7])([CH3:6])[CH3:5])=[O:2].[CH3:17][NH:18][CH2:19][CH2:20][O:21][CH2:22][CH2:23][O:24][CH2:25][CH2:26][O:27][CH2:28][CH2:29][O:30][CH2:31][CH2:32][O:33][CH2:34][CH2:35][O:36][CH2:37][CH2:38][O:39][CH3:40].CCN(C(C)C)C(C)C.CN(C(ON1N=NC2C=CC=NC1=2)=[N+](C)C)C.F[P-](F)(F)(F)(F)F, predict the reaction product. (4) Given the reactants [CH2:1]([O:3][C:4](=[O:32])[CH2:5][O:6][C:7]1[CH:12]=[C:11](Br)[C:10]([O:14][CH2:15][C:16]2[S:17][CH:18]=[C:19]([C:21]3[CH:26]=[CH:25][C:24]([C:27]([F:30])([F:29])[F:28])=[CH:23][CH:22]=3)[N:20]=2)=[CH:9][C:8]=1[CH3:31])[CH3:2].[CH3:33][O:34][C:35]1[CH:40]=[CH:39][C:38](B(O)O)=[CH:37][CH:36]=1.C(=O)([O-])[O-].[Na+].[Na+], predict the reaction product. The product is: [CH2:1]([O:3][C:4](=[O:32])[CH2:5][O:6][C:7]1[CH:12]=[C:11]([C:38]2[CH:39]=[CH:40][C:35]([O:34][CH3:33])=[CH:36][CH:37]=2)[C:10]([O:14][CH2:15][C:16]2[S:17][CH:18]=[C:19]([C:21]3[CH:26]=[CH:25][C:24]([C:27]([F:30])([F:29])[F:28])=[CH:23][CH:22]=3)[N:20]=2)=[CH:9][C:8]=1[CH3:31])[CH3:2]. (5) Given the reactants [F:1][C:2]([F:25])([C:18]1[CH:23]=[CH:22][C:21]([F:24])=[CH:20][N:19]=1)[C:3]1[N:12]=[C:11](S(C)=O)[C:10]2[C:5](=[CH:6][C:7]([C:16]#[N:17])=[CH:8][CH:9]=2)[N:4]=1.BrC1C=C2C(C(SC)=[N:32][C:33]([C:37](F)(F)[C:38]3[CH:43]=CC(F)=C[N:39]=3)=[N:34]2)=CC=1, predict the reaction product. The product is: [F:1][C:2]([F:25])([C:18]1[CH:23]=[CH:22][C:21]([F:24])=[CH:20][N:19]=1)[C:3]1[N:12]=[C:11]([NH:32][C:33]2[CH:37]=[C:38]([CH3:43])[NH:39][N:34]=2)[C:10]2[C:5](=[CH:6][C:7]([C:16]#[N:17])=[CH:8][CH:9]=2)[N:4]=1. (6) Given the reactants Br[C:2]1[CH:3]=[CH:4][C:5]([Cl:14])=[C:6]([CH:13]=1)[CH2:7][NH:8][C:9](=[O:12])[O:10][CH3:11].[Sn]([CH2:28][OH:29])(CCCC)(CCCC)CCCC, predict the reaction product. The product is: [Cl:14][C:5]1[CH:4]=[CH:3][C:2]([CH2:28][OH:29])=[CH:13][C:6]=1[CH2:7][NH:8][C:9](=[O:12])[O:10][CH3:11].